This data is from Forward reaction prediction with 1.9M reactions from USPTO patents (1976-2016). The task is: Predict the product of the given reaction. (1) The product is: [CH3:1][C:2]1[NH:3][C:4]([C:10]2[CH:15]=[CH:14][CH:13]=[CH:12][C:11]=2[N+:16]([O-:18])=[O:17])=[CH:5][C:6]=1[C:7]([NH2:20])=[O:8]. Given the reactants [CH3:1][C:2]1[NH:3][C:4]([C:10]2[CH:15]=[CH:14][CH:13]=[CH:12][C:11]=2[N+:16]([O-:18])=[O:17])=[CH:5][C:6]=1[C:7](O)=[O:8].O[N:20]1C2C=CC=CC=2N=N1.Cl.C(N=C=NCCCN(C)C)C.[Cl-].[NH4+].C(N(CC)C(C)C)(C)C, predict the reaction product. (2) Given the reactants [CH2:1]([O:5][CH2:6][C:7]1[CH:8]=[CH:9][C:10]([N:13]2[CH:17]=[CH:16][C:15]([CH:18]([C:20]3[CH:29]=[CH:28][C:23]4[NH:24][C:25](=[O:27])[S:26][C:22]=4[CH:21]=3)[CH3:19])=[N:14]2)=[N:11][CH:12]=1)[C:2]([CH3:4])=[O:3].[BH4-].[Li+], predict the reaction product. The product is: [OH:3][CH:2]([CH3:4])[CH2:1][O:5][CH2:6][C:7]1[CH:8]=[CH:9][C:10]([N:13]2[CH:17]=[CH:16][C:15]([CH:18]([C:20]3[CH:29]=[CH:28][C:23]4[NH:24][C:25](=[O:27])[S:26][C:22]=4[CH:21]=3)[CH3:19])=[N:14]2)=[N:11][CH:12]=1. (3) Given the reactants [CH:1]([C:5]1[CH:14]=[CH:13][C:12]2[C:7](=[CH:8][CH:9]=[CH:10][CH:11]=2)[C:6]=1[CH:15]=[O:16])=[CH:2][CH2:3][CH3:4].[H][H], predict the reaction product. The product is: [CH2:1]([C:5]1[CH:14]=[CH:13][C:12]2[C:7](=[CH:8][CH:9]=[CH:10][CH:11]=2)[C:6]=1[CH:15]=[O:16])[CH2:2][CH2:3][CH3:4]. (4) Given the reactants [O-:1][P:2]([O:5][P:6]([O-:9])([O-:8])=[O:7])([O-:4])=[O:3].[K+:10].[K+].[K+].[K+].[O-]P(OP([O-])([O-])=O)([O-])=O.[Na+:23].[Na+].[Na+].[Na+], predict the reaction product. The product is: [O-:3][P:2]([O:5][P:6]([OH:9])([OH:8])=[O:7])(=[O:1])[O-:4].[K+:10].[Na+:23]. (5) The product is: [Cl:18][CH2:17][CH2:16][CH2:15][C:2]([CH3:4])([CH3:3])[C:1]#[N:5]. Given the reactants [C:1](#[N:5])[CH:2]([CH3:4])[CH3:3].C([N-]C(C)C)(C)C.[Li+].Br[CH2:15][CH2:16][CH2:17][Cl:18], predict the reaction product.